Task: Predict hERG channel inhibition at various concentrations.. Dataset: hERG Central: cardiac toxicity at 1µM, 10µM, and general inhibition The molecule is COCCn1c(-c2cccc([N+](=O)[O-])c2)nc2c1c(=O)[nH]c(=O)n2Cc1ccccc1. Results: hERG_inhib (hERG inhibition (general)): blocker.